Binary Classification. Given a miRNA mature sequence and a target amino acid sequence, predict their likelihood of interaction. From a dataset of Experimentally validated miRNA-target interactions with 360,000+ pairs, plus equal number of negative samples. (1) The miRNA is hsa-miR-101-3p with sequence UACAGUACUGUGAUAACUGAA. The protein sequence of the target gene is MEAFQELRKPSARLECDHCSFRGTDYENVQIHMGTIHPEFCDEMDAGGLGKMIFYQKSAKLFHCHKCFFTSKMYSNVYYHITSKHASPDKWNDKPKNQLNKETDPVKSPPLPEHQKIPCNSAEPKSIPALSMETQKLGSVLSPESPKPTPLTPLEPQKPGSVVSPELQTPLPSPEPSKPASVSSPEPPKSVPVCESQKLAPVPSPEPQKPAPVSPESVKATLSNPKPQKQSHFPETLGPPSASSPESPVLAASPEPWGPSPAASPESRKSARTTSPEPRKPSPSESPEPWKPFPAVSPEP.... Result: 1 (interaction). (2) The miRNA is hsa-miR-519d-3p with sequence CAAAGUGCCUCCCUUUAGAGUG. The protein sequence of the target gene is MELTQPAEDLIQTQQTPASELGDPEDPGEEAADGSDTVVLSLFPCTPEPVNPEPDASVSSPQAGSSLKHSTTLTNRQRGNEVSALPATLDSLSIHQLAAQGELDQLKEHLRKGDNLVNKPDERGFTPLIWASAFGEIETVRFLLEWGADPHILAKERESALSLASTGGYTDIVGLLLERDVDINIYDWNGGTPLLYAVRGNHVKCVEALLARGADLTTEADSGYTPMDLAVALGYRKVQQVIENHILKLFQSNLVPADPE. Result: 1 (interaction). (3) The miRNA is hsa-miR-3117-5p with sequence AGACACUAUACGAGUCAUAU. The protein sequence of the target gene is MTENSDKVPIALVGPDDVEFCSPPAYATLTVKPSSPARLLKVGAVVLISGAVLLLFGAIGAFYFWKGSDSHIYNVHYTMSINGKLQDGSMEIDAGNNLETFKMGSGAEEAIAVNDFQNGITGIRFAGGEKCYIKAQVKARIPEVGAVTKQSISSKLEGKIMPVKYEENSLIWVAVDQPVKDNSFLSSKVLELCGDLPIFWLKPTYPKEIQRERREVVRKIVPTTTKRPHSGPRSNPGAGRLNNETRPSVQEDSQAFNPDNPYHQQEGESMTFDPRLDHEGICCIECRRSYTHCQKICEPL.... Result: 0 (no interaction). (4) The miRNA is hsa-miR-192-5p with sequence CUGACCUAUGAAUUGACAGCC. The protein sequence of the target gene is MTSANKAIELQLQVKQNAEELQDFMRDLENWEKDIKQKDMELRRQNGVPEENLPPIRNGNFRKKKKGKAKESSKKTREENTKNRIKSYDYEAWAKLDVDRILDELDKDDSTHESLSQESESEEDGIHVDSQKALVLKEKGNKYFKQGKYDEAIDCYTKGMDADPYNPVLPTNRASAYFRLKKFAVAESDCNLAVALNRSYTKAYSRRGAARFALQKLEEAKKDYERVLELEPNNFEATNELRKISQALASKENSYPKEADIVIKSTEGERKQIEAQQNKQQAISEKDRGNGFFKEGKYER.... Result: 1 (interaction). (5) The miRNA is hsa-miR-339-5p with sequence UCCCUGUCCUCCAGGAGCUCACG. The protein sequence of the target gene is MFTSEIGVVEEWLSEFKTLPETSLPNYATNLKDKSSLVTSLYKVIQEPQSELLEPVCHQLFEFYRSGEEQLLRFTLQFLPELMWCYLAVSASRDVHSSGCIEALLLGVYNLEIVDKHGHSKVLSFTIPSLSKPSVYHEPSSIGSMALTESALSQHGLSKVVYSGPHPQREMLTAQNRFEVLTFLLLCYNAALTYMPSVSLQSLCQICSRICVCGYPRQHVRKYRGVSSRIPISSGFMVQMLTGVYFAIYNGEWDLAQKALDDIIYRAQLELYPEPLLVANAIKASLPHGAMKSSKEGTRC.... Result: 0 (no interaction).